This data is from Forward reaction prediction with 1.9M reactions from USPTO patents (1976-2016). The task is: Predict the product of the given reaction. (1) Given the reactants [CH:1]1([C:7]2[CH:15]=[CH:14][C:10]([C:11](O)=[O:12])=[C:9]([C:16]([F:19])([F:18])[F:17])[CH:8]=2)[CH2:6][CH2:5][CH2:4][CH2:3][CH2:2]1.C(=O)(O)[O-].[Na+], predict the reaction product. The product is: [CH:1]1([C:7]2[CH:15]=[CH:14][C:10]([CH2:11][OH:12])=[C:9]([C:16]([F:17])([F:18])[F:19])[CH:8]=2)[CH2:2][CH2:3][CH2:4][CH2:5][CH2:6]1. (2) The product is: [CH3:1][N:2]([CH3:7])[CH2:3][C:4]([NH:40][CH2:41][CH2:42][O:43][C:44]1[CH:49]=[CH:48][C:47]([NH:50][C:51](=[O:60])[C:52]2[CH:57]=[CH:56][CH:55]=[C:54]([O:58][CH3:59])[CH:53]=2)=[CH:46][C:45]=1[C:61]1[N:65]([CH3:66])[N:64]=[CH:63][CH:62]=1)=[O:5]. Given the reactants [CH3:1][N:2]([CH3:7])[CH2:3][C:4](O)=[O:5].C(N(CC)CC)C.CN(C(ON1N=NC2C=CC=NC1=2)=[N+](C)C)C.F[P-](F)(F)(F)(F)F.Cl.[NH2:40][CH2:41][CH2:42][O:43][C:44]1[CH:49]=[CH:48][C:47]([NH:50][C:51](=[O:60])[C:52]2[CH:57]=[CH:56][CH:55]=[C:54]([O:58][CH3:59])[CH:53]=2)=[CH:46][C:45]=1[C:61]1[N:65]([CH3:66])[N:64]=[CH:63][CH:62]=1.CCOCC, predict the reaction product. (3) The product is: [C:9]([O:13][C:14]([NH:16][C@@:17]1([C:27]([O:29][CH2:1][C:2]2[CH:7]=[CH:6][CH:5]=[CH:4][CH:3]=2)=[O:28])[CH2:22][C:21](=[O:23])[C@@H:20]2[C@H:18]1[C@H:19]2[C:24]([O:26][CH2:1][C:2]1[CH:7]=[CH:6][CH:5]=[CH:4][CH:3]=1)=[O:25])=[O:15])([CH3:12])([CH3:10])[CH3:11]. Given the reactants [CH2:1](Br)[C:2]1[CH:7]=[CH:6][CH:5]=[CH:4][CH:3]=1.[C:9]([O:13][C:14]([NH:16][C@@:17]1([C:27]([OH:29])=[O:28])[CH2:22][C:21](=[O:23])[C@@H:20]2[C@H:18]1[C@H:19]2[C:24]([OH:26])=[O:25])=[O:15])([CH3:12])([CH3:11])[CH3:10].C(=O)([O-])[O-].[Cs+].[Cs+], predict the reaction product. (4) Given the reactants C(CCCCCCCCCCCCCCCCCO)(C(C(C(F)(F)F)(F)F)(F)F)(F)F.[C:32]([CH2:45][CH:46]([CH2:48][CH2:49][CH2:50][CH2:51][CH2:52][CH2:53][CH2:54][CH2:55][CH2:56][CH2:57][CH2:58][CH2:59][CH2:60][CH2:61][CH2:62][CH2:63][CH2:64][CH2:65][CH2:66][CH2:67][OH:68])I)([C:35]([C:38]([C:41]([F:44])([F:43])[F:42])([F:40])[F:39])([F:37])[F:36])([F:34])[F:33].[OH-].[K+].[H][H], predict the reaction product. The product is: [C:32]([CH2:45][CH2:46][CH2:48][CH2:49][CH2:50][CH2:51][CH2:52][CH2:53][CH2:54][CH2:55][CH2:56][CH2:57][CH2:58][CH2:59][CH2:60][CH2:61][CH2:62][CH2:63][CH2:64][CH2:65][CH2:66][CH2:67][OH:68])([C:35]([C:38]([C:41]([F:42])([F:43])[F:44])([F:40])[F:39])([F:37])[F:36])([F:34])[F:33]. (5) Given the reactants [CH3:1][O:2][C:3](=[O:14])[CH:4]([O:6][C:7]1[CH:12]=[CH:11][C:10]([NH2:13])=[CH:9][CH:8]=1)[CH3:5].C(N(CC)CC)C.Cl[C:23](Cl)([O:25]C(=O)OC(Cl)(Cl)Cl)Cl, predict the reaction product. The product is: [CH3:1][O:2][C:3](=[O:14])[CH:4]([O:6][C:7]1[CH:12]=[CH:11][C:10]([N:13]=[C:23]=[O:25])=[CH:9][CH:8]=1)[CH3:5]. (6) Given the reactants [CH:1]1[CH:10]=[C:9]2[C:11]([O:13][C:14](=O)[C:7]3=[C:8]2[C:3](=[C:4]([Br:16])[CH:5]=[CH:6]3)[CH:2]=1)=O.[C:17]1([NH2:24])[CH:22]=[CH:21][CH:20]=[CH:19][C:18]=1[NH2:23].N1C2C(=CC=CC=2)C=CC=1, predict the reaction product. The product is: [Br:16][C:4]1[CH:5]=[CH:6][C:7]2[C:14]3=[N:24][C:17]4[CH:22]=[CH:21][CH:20]=[CH:19][C:18]=4[N:23]3[C:11](=[O:13])[C:9]3=[CH:10][CH:1]=[CH:2][C:3]=1[C:8]=23. (7) Given the reactants [CH2:1]([C:4]1[S:28][C:7]2[N:8]=[C:9]([C:25](O)=[O:26])[N:10]=[C:11]([N:12]3[CH2:17][CH2:16][N:15]4[C:18]([C:21]([F:24])([F:23])[F:22])=[N:19][N:20]=[C:14]4[CH2:13]3)[C:6]=2[CH:5]=1)[CH2:2][CH3:3].[NH2:29][CH2:30][CH2:31][C:32]#[N:33].CN(C(ON1N=NC2C=CC=NC1=2)=[N+](C)C)C.F[P-](F)(F)(F)(F)F.C(N(CC)CC)C, predict the reaction product. The product is: [C:30]([CH2:31][CH2:32][NH:33][C:25]([C:9]1[N:10]=[C:11]([N:12]2[CH2:17][CH2:16][N:15]3[C:18]([C:21]([F:22])([F:23])[F:24])=[N:19][N:20]=[C:14]3[CH2:13]2)[C:6]2[CH:5]=[C:4]([CH2:1][CH2:2][CH3:3])[S:28][C:7]=2[N:8]=1)=[O:26])#[N:29]. (8) Given the reactants C(OC(=O)[NH:7][CH:8]1[CH2:13][CH2:12][CH:11]([CH2:14][NH:15][C:16]2[C:21]([Br:22])=[CH:20][N:19]=[C:18]([NH:23][CH2:24][C:25]3[CH:30]=[CH:29][CH:28]=[CH:27][C:26]=3[O:31][C:32]([F:35])([F:34])[F:33])[N:17]=2)[CH2:10][CH2:9]1)(C)(C)C.C(O)(C(F)(F)F)=O, predict the reaction product. The product is: [NH2:7][C@H:8]1[CH2:9][CH2:10][C@H:11]([CH2:14][NH:15][C:16]2[C:21]([Br:22])=[CH:20][N:19]=[C:18]([NH:23][CH2:24][C:25]3[CH:30]=[CH:29][CH:28]=[CH:27][C:26]=3[O:31][C:32]([F:33])([F:34])[F:35])[N:17]=2)[CH2:12][CH2:13]1.